Dataset: TCR-epitope binding with 47,182 pairs between 192 epitopes and 23,139 TCRs. Task: Binary Classification. Given a T-cell receptor sequence (or CDR3 region) and an epitope sequence, predict whether binding occurs between them. Result: 1 (the TCR binds to the epitope). The epitope is KPLEFGATSAAL. The TCR CDR3 sequence is CASSSAGLANEQYF.